This data is from Full USPTO retrosynthesis dataset with 1.9M reactions from patents (1976-2016). The task is: Predict the reactants needed to synthesize the given product. Given the product [N:16]1([C:4]2[C:5]3[O:6][CH2:7][CH:8]4[N:13]([CH2:12][CH2:11][O:10][CH2:9]4)[C:14]=3[N:15]=[C:2]([C:30]3[CH:31]=[N:32][C:33]([NH2:36])=[N:34][CH:35]=3)[N:3]=2)[CH2:21][CH2:20][O:19][CH2:18][CH2:17]1, predict the reactants needed to synthesize it. The reactants are: Cl[C:2]1[N:3]=[C:4]([N:16]2[CH2:21][CH2:20][O:19][CH2:18][CH2:17]2)[C:5]2[O:6][CH2:7][CH:8]3[N:13]([C:14]=2[N:15]=1)[CH2:12][CH2:11][O:10][CH2:9]3.CC1(C)C(C)(C)OB([C:30]2[CH:31]=[N:32][C:33]([NH2:36])=[N:34][CH:35]=2)O1.C(=O)([O-])[O-].[Na+].[Na+].